Dataset: Forward reaction prediction with 1.9M reactions from USPTO patents (1976-2016). Task: Predict the product of the given reaction. Given the reactants [C:1]1(=[O:18])[O:17][CH2:16][CH2:15][CH2:14][CH2:13][CH2:12][CH2:11][CH2:10][CH2:9][CH2:8][CH2:7][CH2:6][CH2:5][CH2:4][CH2:3][CH2:2]1.[H-].[Al+3].[Li+].[H-].[H-].[H-].C(C(C(C([O-])=O)O)O)([O-])=O.[Na+].[K+], predict the reaction product. The product is: [CH2:16]([OH:17])[CH2:15][CH2:14][CH2:13][CH2:12][CH2:11][CH2:10][CH2:9][CH2:8][CH2:7][CH2:6][CH2:5][CH2:4][CH2:3][CH2:2][CH2:1][OH:18].